From a dataset of Forward reaction prediction with 1.9M reactions from USPTO patents (1976-2016). Predict the product of the given reaction. (1) Given the reactants Br[C:2]1[CH:7]=[CH:6][N:5]=[C:4]([NH:8][C:9](=[O:15])[O:10][C:11]([CH3:14])([CH3:13])[CH3:12])[CH:3]=1.[B:16]1([B:16]2[O:20][C:19]([CH3:22])([CH3:21])[C:18]([CH3:24])([CH3:23])[O:17]2)[O:20][C:19]([CH3:22])([CH3:21])[C:18]([CH3:24])([CH3:23])[O:17]1.C([O-])(=O)C.[K+], predict the reaction product. The product is: [C:11]([O:10][C:9](=[O:15])[NH:8][C:4]1[CH:3]=[C:2]([B:16]2[O:20][C:19]([CH3:22])([CH3:21])[C:18]([CH3:24])([CH3:23])[O:17]2)[CH:7]=[CH:6][N:5]=1)([CH3:14])([CH3:13])[CH3:12]. (2) The product is: [Cl:1][C:2]1[CH:9]=[C:8]([N:10]([CH2:16][C:17]2[CH:22]=[CH:21][CH:20]=[CH:19][C:18]=2[Cl:23])[C@H:11]2[CH2:15][CH2:14][N:13]([S:31]([CH2:30][C:24]3[CH:29]=[CH:28][CH:27]=[CH:26][CH:25]=3)(=[O:33])=[O:32])[CH2:12]2)[CH:7]=[CH:6][C:3]=1[C:4]#[N:5]. Given the reactants [Cl:1][C:2]1[CH:9]=[C:8]([N:10]([CH2:16][C:17]2[CH:22]=[CH:21][CH:20]=[CH:19][C:18]=2[Cl:23])[C@H:11]2[CH2:15][CH2:14][NH:13][CH2:12]2)[CH:7]=[CH:6][C:3]=1[C:4]#[N:5].[C:24]1([CH2:30][S:31](Cl)(=[O:33])=[O:32])[CH:29]=[CH:28][CH:27]=[CH:26][CH:25]=1, predict the reaction product. (3) Given the reactants [Br:1][C:2]1[CH:7]=[CH:6][CH:5]=[CH:4][C:3]=1[CH2:8]Br.[Mg].II.[C:13]([CH:16]1[CH2:21][CH2:20][N:19]([C:22]([O:24][C:25]([CH3:28])([CH3:27])[CH3:26])=[O:23])[CH2:18][CH2:17]1)(=[O:15])[CH3:14], predict the reaction product. The product is: [Br:1][C:2]1[CH:7]=[CH:6][CH:5]=[CH:4][C:3]=1[CH2:8][C:13]([CH:16]1[CH2:17][CH2:18][N:19]([C:22]([O:24][C:25]([CH3:26])([CH3:28])[CH3:27])=[O:23])[CH2:20][CH2:21]1)([OH:15])[CH3:14]. (4) Given the reactants [Cl:1][C:2]1[CH:7]=[CH:6][C:5]([C@@H:8]([C:22]2[CH:27]=[CH:26][CH:25]=[CH:24][N:23]=2)[O:9][CH:10]2[CH2:15][CH2:14][N:13]([CH2:16][CH2:17][CH2:18][C:19]([OH:21])=[O:20])[CH2:12][CH2:11]2)=[CH:4][CH:3]=1.O.[C:29]1([S:35]([OH:38])(=[O:37])=[O:36])[CH:34]=[CH:33][CH:32]=[CH:31][CH:30]=1, predict the reaction product. The product is: [C:29]1([S:35]([OH:38])(=[O:37])=[O:36])[CH:34]=[CH:33][CH:32]=[CH:31][CH:30]=1.[Cl:1][C:2]1[CH:3]=[CH:4][C:5]([C@@H:8]([C:22]2[CH:27]=[CH:26][CH:25]=[CH:24][N:23]=2)[O:9][CH:10]2[CH2:15][CH2:14][N:13]([CH2:16][CH2:17][CH2:18][C:19]([OH:21])=[O:20])[CH2:12][CH2:11]2)=[CH:6][CH:7]=1. (5) Given the reactants [F:1][C:2]1[N:10]=[CH:9][C:8]([F:11])=[CH:7][C:3]=1[C:4]([OH:6])=[O:5].[C:12](=O)([O-])[O-].[K+].[K+].IC, predict the reaction product. The product is: [F:1][C:2]1[N:10]=[CH:9][C:8]([F:11])=[CH:7][C:3]=1[C:4]([O:6][CH3:12])=[O:5]. (6) Given the reactants [F:1][C:2]1[CH:7]=[CH:6][C:5]([F:8])=[CH:4][C:3]=1[C@@H:9]1[CH2:13][C@H:12]([F:14])[CH2:11][N:10]1[C:15]1[CH:20]=[CH:19][N:18]2[N:21]=[CH:22][C:23]([C:24]([O:26]CC)=[O:25])=[C:17]2[N:16]=1.[Li+].[OH-], predict the reaction product. The product is: [F:1][C:2]1[CH:7]=[CH:6][C:5]([F:8])=[CH:4][C:3]=1[C@@H:9]1[CH2:13][C@H:12]([F:14])[CH2:11][N:10]1[C:15]1[CH:20]=[CH:19][N:18]2[N:21]=[CH:22][C:23]([C:24]([OH:26])=[O:25])=[C:17]2[N:16]=1. (7) Given the reactants [N:1]1[C:6]2[C:7]3[CH:13]=[CH:12][CH:11]=[CH:10][C:8]=3[Se:9][C:5]=2[C:4](=[O:14])[NH:3][N:2]=1.[C:15](=O)([O-])[O-].[K+].[K+].IC, predict the reaction product. The product is: [CH3:15][N:3]1[C:4](=[O:14])[C:5]2[Se:9][C:8]3[CH:10]=[CH:11][CH:12]=[CH:13][C:7]=3[C:6]=2[N:1]=[N:2]1.